Predict which catalyst facilitates the given reaction. From a dataset of Catalyst prediction with 721,799 reactions and 888 catalyst types from USPTO. (1) Reactant: [Cl:1][C:2]1[CH:7]=[CH:6][CH:5]=[CH:4][C:3]=1[CH2:8][CH2:9][OH:10].[H-].[Na+].Cl[CH2:14][C:15]([O-:17])=[O:16].[Na+].O. Product: [Cl:1][C:2]1[CH:7]=[CH:6][CH:5]=[CH:4][C:3]=1[CH2:8][CH2:9][O:10][CH2:14][C:15]([OH:17])=[O:16]. The catalyst class is: 3. (2) Reactant: [H-].[Na+].[I:3][C:4]1[CH:5]=[N:6][NH:7][CH:8]=1.S([CH:13]1[CH2:18][CH2:17][N:16]([C:19]([O:21][C:22]([CH3:25])([CH3:24])[CH3:23])=[O:20])[CH2:15][CH2:14]1)(C)(=O)=O. Product: [I:3][C:4]1[CH:5]=[N:6][N:7]([CH:13]2[CH2:18][CH2:17][N:16]([C:19]([O:21][C:22]([CH3:25])([CH3:24])[CH3:23])=[O:20])[CH2:15][CH2:14]2)[CH:8]=1. The catalyst class is: 3. (3) Reactant: Cl[C:2]1[C:11]2=[N:12][N:13](CC3C=CC(OC)=CC=3)[CH:14]=[C:10]2[C:9]2[CH:8]=[C:7]([O:24][CH3:25])[CH:6]=[CH:5][C:4]=2[N:3]=1.[CH3:26][C:27]1[CH:31]=[C:30]([NH2:32])[NH:29][N:28]=1.Cl. Product: [CH3:25][O:24][C:7]1[CH:6]=[CH:5][C:4]2[N:3]=[C:2]([NH:32][C:30]3[NH:29][N:28]=[C:27]([CH3:26])[CH:31]=3)[C:11]3[NH:12][N:13]=[CH:14][C:10]=3[C:9]=2[CH:8]=1. The catalyst class is: 71. (4) Reactant: [OH:1][C:2]1[CH:3]=[C:4]([C:8]([NH2:10])=[O:9])[CH:5]=[CH:6][CH:7]=1.C([O-])([O-])=O.[K+].[K+].[Na+].[I-].[CH2:19](Cl)[CH2:20][CH2:21][CH2:22][CH2:23][CH2:24][CH2:25][CH2:26][CH3:27]. Product: [CH2:19]([O:1][C:2]1[CH:3]=[C:4]([C:8]([NH2:10])=[O:9])[CH:5]=[CH:6][CH:7]=1)[CH2:20][CH2:21][CH2:22][CH2:23][CH2:24][CH2:25][CH2:26][CH3:27]. The catalyst class is: 3.